From a dataset of Aqueous solubility values for 9,982 compounds from the AqSolDB database. Regression/Classification. Given a drug SMILES string, predict its absorption, distribution, metabolism, or excretion properties. Task type varies by dataset: regression for continuous measurements (e.g., permeability, clearance, half-life) or binary classification for categorical outcomes (e.g., BBB penetration, CYP inhibition). For this dataset (solubility_aqsoldb), we predict Y. (1) The compound is Cc1cccc2c1ccc1ccccc12. The Y is -5.85 log mol/L. (2) The compound is CC(C)CC(=O)O. The Y is -0.328 log mol/L. (3) The molecule is N#CCc1ccccc1. The Y is -3.07 log mol/L. (4) The molecule is CC1=Nn2c(nc3ccccc3c2=O)/C1=N/Nc1ccc(Cl)cc1[N+](=O)[O-]. The Y is -7.58 log mol/L. (5) The compound is CC(C)c1ccc(C(C)C)cc1. The Y is -6.60 log mol/L. (6) The drug is CC(=O)[O-].CC(=O)[O-].CC(=O)[O-].CC(=O)[O-].CC(=O)[O-].CC(=O)[O-].CC(=O)[O-].[Ru+3].[Ru+3].[Ru+3]. The Y is -0.0357 log mol/L. (7) The Y is -1.96 log mol/L. The molecule is O=C(O)/C=C/c1cnc[nH]1. (8) The molecule is O=C1C(Cl)=C(Cl)C(=O)N1c1ccc(F)cc1. The Y is -4.64 log mol/L. (9) The compound is CCC(C)CCCC(C)(C)O. The Y is -2.75 log mol/L.